Regression. Given a peptide amino acid sequence and an MHC pseudo amino acid sequence, predict their binding affinity value. This is MHC class I binding data. From a dataset of Peptide-MHC class I binding affinity with 185,985 pairs from IEDB/IMGT. (1) The peptide sequence is ITRKEAEQF. The MHC is HLA-A02:03 with pseudo-sequence HLA-A02:03. The binding affinity (normalized) is 0.0847. (2) The peptide sequence is AYRPQNAPI. The MHC is HLA-A24:02 with pseudo-sequence HLA-A24:02. The binding affinity (normalized) is 0.132.